This data is from Reaction yield outcomes from USPTO patents with 853,638 reactions. The task is: Predict the reaction yield, written as a fraction of the theoretical maximum amount of product (1.0 means a 100% yield; for example, 0.34 means a 34% yield). (1) The reactants are [N:1]12[CH2:8][CH2:7][C:4]([C:9]([C:17]3[CH:22]=[CH:21][CH:20]=[CH:19][CH:18]=3)([C:11]3[CH:16]=[CH:15][CH:14]=[CH:13][CH:12]=3)[OH:10])([CH2:5][CH2:6]1)[CH2:3][CH2:2]2.[F:23][C:24]1[CH:29]=[CH:28][C:27]([O:30][CH2:31][CH2:32][CH2:33][Br:34])=[CH:26][CH:25]=1. The catalyst is CC#N. The product is [Br-:34].[F:23][C:24]1[CH:29]=[CH:28][C:27]([O:30][CH2:31][CH2:32][CH2:33][N+:1]23[CH2:6][CH2:5][C:4]([C:9]([OH:10])([C:17]4[CH:22]=[CH:21][CH:20]=[CH:19][CH:18]=4)[C:11]4[CH:12]=[CH:13][CH:14]=[CH:15][CH:16]=4)([CH2:3][CH2:2]2)[CH2:7][CH2:8]3)=[CH:26][CH:25]=1. The yield is 0.437. (2) The product is [C:11]1([CH:6]2[CH2:7][CH2:8][CH2:9][C:3]2=[O:5])[CH:16]=[CH:15][CH:14]=[CH:13][CH:12]=1. The reactants are OO.[CH:3]([OH:5])=O.[C:6]1([C:11]2[CH:16]=[CH:15][CH:14]=[CH:13][CH:12]=2)C[CH2:9][CH2:8][CH:7]=1. No catalyst specified. The yield is 0.840. (3) The reactants are [CH3:1][C:2]([O:4][C:5]([CH3:7])=[O:6])=O.[N+:8]([C:11]1[C:12]([N:21]2[CH2:26][CH2:25][CH2:24][C@H:23]([NH:27][C:28](=[O:34])[O:29][C:30]([CH3:33])([CH3:32])[CH3:31])[CH2:22]2)=[C:13]2[CH2:20]CC[C:14]2=[N+:15]([O-])[CH:16]=1)([O-:10])=[O:9]. No catalyst specified. The product is [C:5]([O:4][CH:2]1[C:14]2=[N:15][CH:16]=[C:11]([N+:8]([O-:10])=[O:9])[C:12]([N:21]3[CH2:26][CH2:25][CH2:24][C@H:23]([NH:27][C:28]([O:29][C:30]([CH3:33])([CH3:31])[CH3:32])=[O:34])[CH2:22]3)=[C:13]2[CH2:20][CH2:1]1)(=[O:6])[CH3:7]. The yield is 0.220.